From a dataset of Reaction yield outcomes from USPTO patents with 853,638 reactions. Predict the reaction yield, written as a fraction of the theoretical maximum amount of product (1.0 means a 100% yield; for example, 0.34 means a 34% yield). (1) The reactants are [C-:1]#[N:2].[Na+].[Br:4][C:5]1[CH:10]=[CH:9][C:8]([CH2:11]Br)=[CH:7][C:6]=1[Cl:13]. The catalyst is O.[Cl-].C([N+](CC)(CC)CC)C1C=CC=CC=1.C(Cl)(Cl)Cl. The product is [Br:4][C:5]1[CH:10]=[CH:9][C:8]([CH2:11][C:1]#[N:2])=[CH:7][C:6]=1[Cl:13]. The yield is 0.0948. (2) The reactants are [H-].[Na+].[F:3][C:4]1[CH:32]=[CH:31][C:7]([CH2:8][N:9]2[C:17]3[C:12](=[CH:13][CH:14]=[CH:15]C=3)[C:11]3[CH2:18][C@@H:19](CO)[N:20](C(OC(C)(C)C)=O)C[C:10]2=3)=[CH:6][CH:5]=1.BrCC1C=CC(F)=CC=1.C[N:43](C=O)C. No catalyst specified. The product is [F:3][C:4]1[CH:32]=[CH:31][C:7]([CH2:8][N:9]2[C:17]3=[N:43][CH:15]=[CH:14][CH:13]=[C:12]3[C:11]([CH2:18][C:19]#[N:20])=[CH:10]2)=[CH:6][CH:5]=1. The yield is 0.360. (3) The reactants are N1C=CC=CC=1.[F:7][C:8]1[CH:13]=[CH:12][C:11]([SH:14])=[CH:10][CH:9]=1.Cl[CH:16]([C:22](=[O:24])[CH3:23])[C:17]([O:19][CH2:20][CH3:21])=[O:18].C(OCC)(=O)C. The catalyst is O. The product is [F:7][C:8]1[CH:13]=[CH:12][C:11]([S:14][CH:16]([C:22](=[O:24])[CH3:23])[C:17]([O:19][CH2:20][CH3:21])=[O:18])=[CH:10][CH:9]=1. The yield is 0.920.